This data is from Peptide-MHC class I binding affinity with 185,985 pairs from IEDB/IMGT. The task is: Regression. Given a peptide amino acid sequence and an MHC pseudo amino acid sequence, predict their binding affinity value. This is MHC class I binding data. (1) The peptide sequence is EYKKFIATF. The MHC is HLA-A69:01 with pseudo-sequence HLA-A69:01. The binding affinity (normalized) is 0.0847. (2) The peptide sequence is HMYISKKAK. The MHC is HLA-A01:01 with pseudo-sequence HLA-A01:01. The binding affinity (normalized) is 0. (3) The peptide sequence is SLIKYKKTL. The MHC is HLA-A02:03 with pseudo-sequence HLA-A02:03. The binding affinity (normalized) is 0.311. (4) The peptide sequence is WILTHTLYR. The MHC is HLA-A68:02 with pseudo-sequence HLA-A68:02. The binding affinity (normalized) is 0.0847.